This data is from Peptide-MHC class II binding affinity with 134,281 pairs from IEDB. The task is: Regression. Given a peptide amino acid sequence and an MHC pseudo amino acid sequence, predict their binding affinity value. This is MHC class II binding data. (1) The MHC is DRB1_0101 with pseudo-sequence DRB1_0101. The peptide sequence is VSIGDMLDNITTQSDCNM. The binding affinity (normalized) is 0. (2) The peptide sequence is SARLRLLRDRLVEGV. The binding affinity (normalized) is 0.497. The MHC is DRB1_0701 with pseudo-sequence DRB1_0701. (3) The peptide sequence is AVVCGRRHGVRIRVR. The binding affinity (normalized) is 0.249. The MHC is DRB1_1001 with pseudo-sequence DRB1_1001. (4) The MHC is DRB1_0101 with pseudo-sequence DRB1_0101. The binding affinity (normalized) is 1.00. The peptide sequence is NAYYVMTVGTKTFLV. (5) The peptide sequence is YDKFLANVSTVLFGK. The MHC is DRB1_1101 with pseudo-sequence DRB1_1101. The binding affinity (normalized) is 0.438. (6) The peptide sequence is SELPDFLAKKGGEAM. The MHC is HLA-DQA10102-DQB10501 with pseudo-sequence HLA-DQA10102-DQB10501. The binding affinity (normalized) is 0.418. (7) The peptide sequence is TKPSLFKVRNGGEIG. The MHC is DRB1_1101 with pseudo-sequence DRB1_1101. The binding affinity (normalized) is 0.464.